Dataset: Full USPTO retrosynthesis dataset with 1.9M reactions from patents (1976-2016). Task: Predict the reactants needed to synthesize the given product. (1) The reactants are: [O:1]=[C:2]1[C:11]2[CH:10]=[CH:9][CH:8]=[C:7]3[NH:12][CH:13]([C:21]4[CH:28]=[CH:27][C:24]([CH:25]=O)=[CH:23][CH:22]=4)[CH:14]([C:15]4[CH:20]=[CH:19][CH:18]=[CH:17][CH:16]=4)[C:5]([C:6]=23)=[N:4][NH:3]1.[C:29](O)(=O)[CH3:30].[NH:33]1C[CH2:35][CH2:34]1.C(O[BH-](OC(=O)C)OC(=O)C)(=O)C.[Na+]. Given the product [C:15]1([CH:14]2[C:5]3=[N:4][NH:3][C:2](=[O:1])[C:11]4[CH:10]=[CH:9][CH:8]=[C:7]([C:6]=43)[NH:12][CH:13]2[C:21]2[CH:28]=[CH:27][C:24]([CH2:25][N:33]3[CH2:30][CH2:29][CH2:35][CH2:34]3)=[CH:23][CH:22]=2)[CH:16]=[CH:17][CH:18]=[CH:19][CH:20]=1, predict the reactants needed to synthesize it. (2) The reactants are: [S:1]1[CH:5]=[CH:4][CH:3]=[C:2]1[C:6]1[C:7](=O)[NH:8][C:9]2[C:14]([N:15]=1)=[CH:13][CH:12]=[CH:11][CH:10]=2.O=P(Cl)(Cl)[Cl:19]. Given the product [Cl:19][C:7]1[C:6]([C:2]2[S:1][CH:5]=[CH:4][CH:3]=2)=[N:15][C:14]2[C:9](=[CH:10][CH:11]=[CH:12][CH:13]=2)[N:8]=1, predict the reactants needed to synthesize it. (3) Given the product [O:1]([C:8]1[CH:9]=[C:10]([N:14]([CH2:15][C:16]2[CH:17]=[CH:18][C:19]([N:22]([CH2:25][CH3:26])[CH2:23][CH3:24])=[CH:20][CH:21]=2)[CH2:30][CH:29]([OH:31])[C:28]([F:33])([F:32])[F:27])[CH:11]=[CH:12][CH:13]=1)[C:2]1[CH:3]=[CH:4][CH:5]=[CH:6][CH:7]=1, predict the reactants needed to synthesize it. The reactants are: [O:1]([C:8]1[CH:9]=[C:10]([NH:14][CH2:15][C:16]2[CH:21]=[CH:20][C:19]([N:22]([CH2:25][CH3:26])[CH2:23][CH3:24])=[CH:18][CH:17]=2)[CH:11]=[CH:12][CH:13]=1)[C:2]1[CH:7]=[CH:6][CH:5]=[CH:4][CH:3]=1.[F:27][C:28]([F:33])([F:32])[CH:29]1[O:31][CH2:30]1.FC(F)(F)S([O-])(=O)=O.[Yb+3].FC(F)(F)S([O-])(=O)=O.FC(F)(F)S([O-])(=O)=O. (4) Given the product [I:1][C:2]1[C:10]([CH3:11])=[CH:9][CH:8]=[CH:7][C:3]=1[C:4]([NH2:14])=[O:5], predict the reactants needed to synthesize it. The reactants are: [I:1][C:2]1[C:10]([CH3:11])=[CH:9][CH:8]=[CH:7][C:3]=1[C:4](O)=[O:5].CC[N:14]=C=NCCCN(C)C.Cl.C1C=CC2N(O)N=NC=2C=1.CCN(C(C)C)C(C)C.[Cl-].[NH4+].